This data is from Full USPTO retrosynthesis dataset with 1.9M reactions from patents (1976-2016). The task is: Predict the reactants needed to synthesize the given product. Given the product [Cl:49][C:45]1[C:41]2[NH:57][C:55](=[O:54])[N:39]([N:22]3[CH2:23][CH2:24][CH2:25][CH2:26][CH2:27]3)[C:40]=2[CH:48]=[CH:47][CH:46]=1, predict the reactants needed to synthesize it. The reactants are: C(O[BH-](OC(=O)C)OC(=O)C)(=O)C.[Na+].C(OC([N:22]1[CH2:27][CH2:26][CH:25](NC2C=CC=C(Cl)C=2C(O)=O)[CH2:24][CH2:23]1)=O)(C)(C)C.[NH2:39][C:40]1[CH:48]=[CH:47][CH:46]=[C:45]([Cl:49])[C:41]=1C(O)=O.C([O:54][C:55]([N:57]1CCC(=O)CC1)=O)(C)(C)C.